Dataset: Full USPTO retrosynthesis dataset with 1.9M reactions from patents (1976-2016). Task: Predict the reactants needed to synthesize the given product. (1) Given the product [C:1]([O:5][CH:6]([C:12]1[C:16]([C:17]2[CH:18]=[CH:19][C:20]3[O:25][CH2:24][CH2:23][CH2:22][C:21]=3[CH:26]=2)=[C:15]([C:34]2[CH:35]=[CH:36][C:31]([CH2:30][NH:29][C:40](=[O:43])[CH3:46])=[CH:32][CH:33]=2)[S:14][C:13]=1[CH3:28])[C:7]([O:9][CH2:10][CH3:11])=[O:8])([CH3:4])([CH3:3])[CH3:2], predict the reactants needed to synthesize it. The reactants are: [C:1]([O:5][CH:6]([C:12]1[C:16]([C:17]2[CH:18]=[CH:19][C:20]3[O:25][CH2:24][CH2:23][CH2:22][C:21]=3[CH:26]=2)=[C:15](Cl)[S:14][C:13]=1[CH3:28])[C:7]([O:9][CH2:10][CH3:11])=[O:8])([CH3:4])([CH3:3])[CH3:2].[NH2:29][CH2:30][C:31]1[CH:36]=[CH:35][C:34](B(O)O)=[CH:33][CH:32]=1.[C:40](=[O:43])([O-])[O-].[K+].[K+].[C:46]1(C)C=CC=CC=1. (2) Given the product [Br:1][C:2]1[C:3]2[N:4]([CH:8]=[C:9]([CH2:11][CH3:12])[N:10]=2)[CH:5]=[N:6][CH:7]=1, predict the reactants needed to synthesize it. The reactants are: [Br:1][C:2]1[C:3]2[N:4]([CH2:8][CH:9]([CH2:11][CH3:12])[N:10]=2)[CH:5]=[N:6][CH:7]=1. (3) Given the product [C:32]([O:36][C:37]([N:39]1[CH2:43][CH:42]([OH:44])[CH:41]([NH:45][C:20]2[S:21][C:17](=[CH:16][C:12]3[CH:11]=[C:10]4[C:15](=[CH:14][CH:13]=3)[N:7]([CH2:6][C:5]3[CH:26]=[CH:27][C:2]([Cl:1])=[CH:3][C:4]=3[C:28]([F:31])([F:29])[F:30])[N:8]=[CH:9]4)[C:18](=[O:25])[N:19]=2)[CH2:40]1)=[O:38])([CH3:35])([CH3:33])[CH3:34], predict the reactants needed to synthesize it. The reactants are: [Cl:1][C:2]1[CH:27]=[CH:26][C:5]([CH2:6][N:7]2[C:15]3[C:10](=[CH:11][C:12]([CH:16]=[C:17]4[S:21][C:20](SCC)=[N:19][C:18]4=[O:25])=[CH:13][CH:14]=3)[CH:9]=[N:8]2)=[C:4]([C:28]([F:31])([F:30])[F:29])[CH:3]=1.[C:32]([O:36][C:37]([N:39]1[CH2:43][CH:42]([OH:44])[CH:41]([NH2:45])[CH2:40]1)=[O:38])([CH3:35])([CH3:34])[CH3:33]. (4) Given the product [NH2:28][C:27]1[N:29]=[C:5]([C:6]2[CH:11]=[CH:10][CH:9]=[CH:8][C:7]=2[Cl:12])[C:4]([C:14]2[CH:15]=[CH:16][C:17](=[O:23])[N:18]([CH:20]([CH3:21])[CH3:22])[N:19]=2)=[CH:3][N:26]=1, predict the reactants needed to synthesize it. The reactants are: CN(C)[CH:3]=[C:4]([C:14]1[CH:15]=[CH:16][C:17](=[O:23])[N:18]([CH:20]([CH3:22])[CH3:21])[N:19]=1)[C:5](=O)[C:6]1[CH:11]=[CH:10][CH:9]=[CH:8][C:7]=1[Cl:12].Cl.[NH2:26][C:27]([NH2:29])=[NH:28]. (5) Given the product [CH2:25]([N:24]1[C:19]2=[N:20][CH:21]=[CH:22][CH:23]=[C:18]2[N:17]=[C:16]1[CH2:15][N:8]1[C:7]2[C:2]([C:30]#[N:31])=[N:3][CH:4]=[CH:5][C:6]=2[N:10]([CH:11]([CH3:13])[CH3:12])[C:9]1=[O:14])[CH2:26][CH:27]([CH3:29])[CH3:28], predict the reactants needed to synthesize it. The reactants are: Cl[C:2]1[C:7]2[N:8]([CH2:15][C:16]3[N:24]([CH2:25][CH2:26][CH:27]([CH3:29])[CH3:28])[C:19]4=[N:20][CH:21]=[CH:22][CH:23]=[C:18]4[N:17]=3)[C:9](=[O:14])[N:10]([CH:11]([CH3:13])[CH3:12])[C:6]=2[CH:5]=[CH:4][N:3]=1.[C:30]([Zn]C#N)#[N:31]. (6) Given the product [Cl:33][C:14]1[C:13]([C:12]([O:11][CH2:9][CH3:10])=[O:23])=[C:19]([CH2:20][CH3:21])[N:8]=[C:7]2[N:3]([CH2:1][CH3:2])[N:4]=[CH:5][C:6]=12, predict the reactants needed to synthesize it. The reactants are: [CH2:1]([N:3]1[C:7]([NH2:8])=[CH:6][CH:5]=[N:4]1)[CH3:2].[CH2:9]([O:11][C:12](=[O:23])[C:13](=[C:19](Cl)[CH2:20][CH3:21])[C:14](OCC)=O)[CH3:10].C(N(CC)CC)C.P(Cl)(Cl)([Cl:33])=O. (7) Given the product [CH3:16][N:17]([CH2:8][C:5]1[CH:6]=[CH:7][C:2]([OH:26])=[CH:3][CH:4]=1)[CH3:18], predict the reactants needed to synthesize it. The reactants are: Cl[C:2]1[CH:7]=[CH:6][C:5]([C:8]2C(C=O)=CC=CC=2)=[CH:4][CH:3]=1.[CH3:16][NH:17][CH3:18].N1(C(OC(C)(C)C)=[O:26])CCNCC1. (8) Given the product [CH:1]1([CH2:4][O:5][C:6]2[CH:11]=[C:10]([O:12][CH3:13])[C:9]([F:14])=[CH:8][C:7]=2[C:15]2[C:16]3[NH:23][CH:22]=[C:21]([C:24]([NH:36][C@H:37]([CH2:65][C:66]4[CH:71]=[CH:70][CH:69]=[CH:68][CH:67]=4)[C:38]([N:40]4[CH2:41][CH2:42][CH:43]([N:46]5[C:51](=[O:52])[C:50]([CH3:54])([CH3:53])[CH2:49][C:48]([C:55]6[CH:60]=[CH:59][C:58]([O:61][CH3:62])=[C:57]([O:63][CH3:64])[CH:56]=6)=[N:47]5)[CH2:44][CH2:45]4)=[O:39])=[O:25])[C:17]=3[N:18]=[CH:19][N:20]=2)[CH2:2][CH2:3]1, predict the reactants needed to synthesize it. The reactants are: [CH:1]1([CH2:4][O:5][C:6]2[CH:11]=[C:10]([O:12][CH3:13])[C:9]([F:14])=[CH:8][C:7]=2[C:15]2[C:16]3[NH:23][CH:22]=[C:21]([C:24](O)=[O:25])[C:17]=3[N:18]=[CH:19][N:20]=2)[CH2:3][CH2:2]1.CCN(C(C)C)C(C)C.[NH2:36][C@H:37]([CH2:65][C:66]1[CH:71]=[CH:70][CH:69]=[CH:68][CH:67]=1)[C:38]([N:40]1[CH2:45][CH2:44][CH:43]([N:46]2[C:51](=[O:52])[C:50]([CH3:54])([CH3:53])[CH2:49][C:48]([C:55]3[CH:60]=[CH:59][C:58]([O:61][CH3:62])=[C:57]([O:63][CH3:64])[CH:56]=3)=[N:47]2)[CH2:42][CH2:41]1)=[O:39].CCOC(C(C#N)=NOC(N1CCOCC1)=[N+](C)C)=O.F[P-](F)(F)(F)(F)F.C(=O)(O)[O-].[Na+]. (9) Given the product [CH2:11]([O:18][C:19]1[CH:24]=[CH:23][C:22]([C:25]2[CH:30]=[C:29]([O:6][CH2:5][CH2:4][N:3]([CH2:7][CH3:8])[CH2:1][CH3:2])[N:28]=[N:27][C:26]=2[CH2:32][CH2:33][CH2:34][CH3:35])=[CH:21][CH:20]=1)[C:12]1[CH:13]=[CH:14][CH:15]=[CH:16][CH:17]=1, predict the reactants needed to synthesize it. The reactants are: [CH2:1]([N:3]([CH2:7][CH3:8])[CH2:4][CH2:5][OH:6])[CH3:2].[H-].[Na+].[CH2:11]([O:18][C:19]1[CH:24]=[CH:23][C:22]([C:25]2[CH:30]=[C:29](Cl)[N:28]=[N:27][C:26]=2[CH2:32][CH2:33][CH2:34][CH3:35])=[CH:21][CH:20]=1)[C:12]1[CH:17]=[CH:16][CH:15]=[CH:14][CH:13]=1.O. (10) Given the product [Br:14][CH2:11][C:8]1[CH:9]=[CH:10][C:5]([O:4][CH:1]([CH3:3])[CH3:2])=[CH:6][C:7]=1[CH3:13], predict the reactants needed to synthesize it. The reactants are: [CH:1]([O:4][C:5]1[CH:10]=[CH:9][C:8]([CH2:11]O)=[C:7]([CH3:13])[CH:6]=1)([CH3:3])[CH3:2].[BrH:14].